This data is from Full USPTO retrosynthesis dataset with 1.9M reactions from patents (1976-2016). The task is: Predict the reactants needed to synthesize the given product. Given the product [N:1]1([CH2:16][C:10]2[CH:9]=[C:8]([C:12](=[O:15])[CH2:13][CH3:14])[NH:7][CH:11]=2)[CH2:6][CH2:5][O:4][CH2:3][CH2:2]1, predict the reactants needed to synthesize it. The reactants are: [NH:1]1[CH2:6][CH2:5][O:4][CH2:3][CH2:2]1.[NH:7]1[CH:11]=[CH:10][CH:9]=[C:8]1[C:12](=[O:15])[CH2:13][CH3:14].[CH2:16]=O.[OH-].[Na+].